From a dataset of Forward reaction prediction with 1.9M reactions from USPTO patents (1976-2016). Predict the product of the given reaction. Given the reactants [OH:1][C:2]1[CH:3]=[C:4]2[C:9](=[CH:10][CH:11]=1)[N:8]=[C:7]([C:12]([OH:14])=[O:13])[CH:6]=[CH:5]2.C(=O)([O-])[O-].[K+].[K+].[CH2:21](Br)[C:22]1[CH:27]=[CH:26][CH:25]=[CH:24][CH:23]=1.Cl, predict the reaction product. The product is: [CH2:21]([O:1][C:2]1[CH:3]=[C:4]2[C:9](=[CH:10][CH:11]=1)[N:8]=[C:7]([C:12]([O:14][CH2:5][C:4]1[CH:9]=[CH:10][CH:11]=[CH:2][CH:3]=1)=[O:13])[CH:6]=[CH:5]2)[C:22]1[CH:27]=[CH:26][CH:25]=[CH:24][CH:23]=1.